This data is from Full USPTO retrosynthesis dataset with 1.9M reactions from patents (1976-2016). The task is: Predict the reactants needed to synthesize the given product. (1) Given the product [CH2:1]([O:8][C:9]1[C:14]([NH2:25])=[CH:13][N:12]=[C:11]([N:18]2[CH:22]=[CH:21][CH:20]=[N:19]2)[N:10]=1)[C:2]1[CH:3]=[CH:4][CH:5]=[CH:6][CH:7]=1, predict the reactants needed to synthesize it. The reactants are: [CH2:1]([O:8][C:9]1[C:14](C(O)=O)=[CH:13][N:12]=[C:11]([N:18]2[CH:22]=[CH:21][CH:20]=[N:19]2)[N:10]=1)[C:2]1[CH:7]=[CH:6][CH:5]=[CH:4][CH:3]=1.CC[N:25](CC)CC.C1C=CC(P(N=[N+]=[N-])(C2C=CC=CC=2)=O)=CC=1.O. (2) Given the product [F:1][C:2]([F:7])([F:6])[C:3]([OH:5])=[O:4].[F:8][C:9]([F:14])([F:13])[C:10]([OH:12])=[O:11].[F:15][C:16]([F:21])([F:20])[C:17]([OH:19])=[O:18].[Cl:22][C:23]1[CH:24]=[N:25][C:26]2[NH:27][C:28]3[CH:29]=[N:30][CH:31]=[C:32]([CH:51]=3)[CH2:33][CH2:34][C:35]3[CH:43]=[C:39]([NH:40][C:41]=1[N:42]=2)[CH:38]=[CH:37][C:36]=3[NH:44][CH:45]1[CH2:46][CH2:47][N:48]([C:58]([C:55]2[CH:54]=[C:53]([CH3:52])[O:57][N:56]=2)=[O:59])[CH2:49][CH2:50]1, predict the reactants needed to synthesize it. The reactants are: [F:1][C:2]([F:7])([F:6])[C:3]([OH:5])=[O:4].[F:8][C:9]([F:14])([F:13])[C:10]([OH:12])=[O:11].[F:15][C:16]([F:21])([F:20])[C:17]([OH:19])=[O:18].[Cl:22][C:23]1[CH:24]=[N:25][C:26]2[NH:27][C:28]3[CH:29]=[N:30][CH:31]=[C:32]([CH:51]=3)[CH2:33][CH2:34][C:35]3[CH:43]=[C:39]([NH:40][C:41]=1[N:42]=2)[CH:38]=[CH:37][C:36]=3[NH:44][CH:45]1[CH2:50][CH2:49][NH:48][CH2:47][CH2:46]1.[CH3:52][C:53]1[O:57][N:56]=[C:55]([C:58](Cl)=[O:59])[CH:54]=1. (3) Given the product [O:1]1[CH:5]=[CH:4][C:3]([NH:6][S:7]([C:10]2[CH:11]=[C:12]3[C:17](=[CH:18][CH:19]=2)[N:16]([C:20]2[C:25]([OH:26])=[CH:24][C:23]([C:27]4[CH:32]=[C:31]([F:33])[CH:30]=[C:29]([F:34])[CH:28]=4)=[C:22]([F:35])[CH:21]=2)[C:15](=[O:36])[CH:14]=[CH:13]3)(=[O:8])=[O:9])=[N:2]1, predict the reactants needed to synthesize it. The reactants are: [O:1]1[CH:5]=[CH:4][C:3]([N:6](CC2C=CC(OC)=CC=2)[S:7]([C:10]2[CH:11]=[C:12]3[C:17](=[CH:18][CH:19]=2)[N:16]([C:20]2[C:25]([OH:26])=[CH:24][C:23]([C:27]4[CH:32]=[C:31]([F:33])[CH:30]=[C:29]([F:34])[CH:28]=4)=[C:22]([F:35])[CH:21]=2)[C:15](=[O:36])[CH:14]=[CH:13]3)(=[O:9])=[O:8])=[N:2]1.FC(F)(F)S(O)(=O)=O. (4) Given the product [F:57][C:58]1[CH:63]=[CH:62][CH:61]=[CH:60][C:59]=1[NH:64][C:65](=[O:66])[NH:32][C:35]1[CH:40]=[CH:39][C:38]([C:41]2[CH:45]=[CH:44][N:43]([CH:46]3[CH2:51][CH2:50][CH:49]([C:52]([O:54][CH2:55][CH3:56])=[O:53])[CH2:48][CH2:47]3)[N:42]=2)=[CH:37][CH:36]=1, predict the reactants needed to synthesize it. The reactants are: FC(F)(F)C1C=C(NC(=O)NC2C=CC(C3SC(CCC(OC)=O)=NC=3)=CC=2)C=CC=1.[N+:32]([C:35]1[CH:40]=[CH:39][C:38]([C:41]2[CH:45]=[CH:44][N:43]([CH:46]3[CH2:51][CH2:50][CH:49]([C:52]([O:54][CH2:55][CH3:56])=[O:53])[CH2:48][CH2:47]3)[N:42]=2)=[CH:37][CH:36]=1)([O-])=O.[F:57][C:58]1[CH:63]=[CH:62][CH:61]=[CH:60][C:59]=1[N:64]=[C:65]=[O:66]. (5) Given the product [Br:5][C:6]1[CH:11]=[C:10]([O:2][CH3:1])[CH:9]=[C:8]([Br:15])[N:7]=1, predict the reactants needed to synthesize it. The reactants are: [CH3:1][OH:2].[H-].[Na+].[Br:5][C:6]1[CH:11]=[C:10]([N+]([O-])=O)[CH:9]=[C:8]([Br:15])[N:7]=1.